This data is from Full USPTO retrosynthesis dataset with 1.9M reactions from patents (1976-2016). The task is: Predict the reactants needed to synthesize the given product. Given the product [NH2:21][CH:18]1[CH2:17][CH2:16][N:15]([CH2:14][CH2:13][N:7]2[C:8]3[C:3](=[C:2]([F:1])[CH:11]=[C:10]([F:12])[CH:9]=3)[N:4]=[CH:5][C:6]2=[O:29])[CH2:20][CH2:19]1, predict the reactants needed to synthesize it. The reactants are: [F:1][C:2]1[CH:11]=[C:10]([F:12])[CH:9]=[C:8]2[C:3]=1[N:4]=[CH:5][C:6](=[O:29])[N:7]2[CH2:13][CH2:14][N:15]1[CH2:20][CH2:19][CH:18]([NH:21]C(=O)OC(C)(C)C)[CH2:17][CH2:16]1.Cl.Cl.O1CCOCC1.C([O-])([O-])=O.[Na+].[Na+].